From a dataset of Reaction yield outcomes from USPTO patents with 853,638 reactions. Predict the reaction yield, written as a fraction of the theoretical maximum amount of product (1.0 means a 100% yield; for example, 0.34 means a 34% yield). (1) The reactants are F[S:2]([C:5]1[N:6]=[N:7][C:8]([O:11][CH3:12])=[CH:9][CH:10]=1)(=[O:4])=[O:3].[NH:13]1[C:22]2[C:17](=[CH:18][CH:19]=[CH:20][CH:21]=2)[CH2:16][CH2:15][CH2:14]1. No catalyst specified. The product is [CH3:12][O:11][C:8]1[N:7]=[N:6][C:5]([S:2]([N:13]2[C:22]3[CH:17]([CH2:18][CH:19]=[CH:20][CH:21]=3)[CH2:16][CH2:15][CH2:14]2)(=[O:4])=[O:3])=[CH:10][CH:9]=1. The yield is 0.730. (2) The reactants are [Cl:1][C:2]1[CH:8]=[C:7]([Cl:9])[C:5]([OH:6])=[CH:4][C:3]=1[OH:10].[CH2:11](Br)[CH:12]=[CH2:13].C(=O)([O-])[O-].[K+].[K+]. The catalyst is CN(C=O)C. The product is [CH2:13]([O:6][C:5]1[C:7]([Cl:9])=[CH:8][C:2]([Cl:1])=[C:3]([OH:10])[CH:4]=1)[CH:12]=[CH2:11]. The yield is 0.270.